This data is from Full USPTO retrosynthesis dataset with 1.9M reactions from patents (1976-2016). The task is: Predict the reactants needed to synthesize the given product. (1) Given the product [C:1]([O:6][CH2:22][Si:23]([O:28][CH3:29])([O:26][CH3:27])[O:24][CH3:25])(=[O:5])[C:2]([CH3:4])=[CH2:3], predict the reactants needed to synthesize it. The reactants are: [C:1]([O-:6])(=[O:5])[C:2]([CH3:4])=[CH2:3].[Na+].C([O-])(=O)C=C.C1(C=CC(O)=CC=1)O.Cl[CH2:22][Si:23]([O:28][CH3:29])([O:26][CH3:27])[O:24][CH3:25].C([O-])(=O)C.[Na+]. (2) Given the product [F:1][C:2]1[CH:3]=[C:4]2[C:9](=[CH:10][CH:11]=1)[N:8]=[C:7]([C:12]1[CH:17]=[C:16]([O:18][CH3:19])[C:15]([O:20][CH3:21])=[C:14]([O:22][CH3:23])[CH:13]=1)[N:6]=[C:5]2[C:24]([OH:26])=[O:25], predict the reactants needed to synthesize it. The reactants are: [F:1][C:2]1[CH:3]=[C:4]2[C:9](=[CH:10][CH:11]=1)[N:8]=[C:7]([C:12]1[CH:17]=[C:16]([O:18][CH3:19])[C:15]([O:20][CH3:21])=[C:14]([O:22][CH3:23])[CH:13]=1)[N:6]=[C:5]2[C:24]([O:26]C)=[O:25].[OH-].[Na+]. (3) Given the product [C:72]([CH2:71][CH2:70][CH2:69][CH2:68][CH2:67][N:9]([CH3:8])[C@H:10]([C:14]([NH:16][C@H:17]([C:21]([N:23]([C@@H:25]([C@@H:62]([CH3:65])[CH2:63][CH3:64])[C@H:26]([O:60][CH3:61])[CH2:27][C:28]([N:30]1[CH2:34][CH2:33][CH2:32][C@H:31]1[C@H:35]([O:58][CH3:59])[C@@H:36]([CH3:57])[C:37]([NH:39][C@@:40]1([C:49]([N:51]2[CH2:56][CH2:55][CH2:54][CH2:53][O:52]2)=[O:50])[CH2:42][C@@H:41]1[C:43]1[CH:44]=[CH:45][CH:46]=[CH:47][CH:48]=1)=[O:38])=[O:29])[CH3:24])=[O:22])[CH:18]([CH3:19])[CH3:20])=[O:15])[CH:11]([CH3:12])[CH3:13])([OH:74])=[O:73], predict the reactants needed to synthesize it. The reactants are: FC(F)(F)C(O)=O.[CH3:8][NH:9][C@H:10]([C:14]([NH:16][C@H:17]([C:21]([N:23]([C@@H:25]([C@@H:62]([CH3:65])[CH2:63][CH3:64])[C@H:26]([O:60][CH3:61])[CH2:27][C:28]([N:30]1[CH2:34][CH2:33][CH2:32][C@H:31]1[C@H:35]([O:58][CH3:59])[C@@H:36]([CH3:57])[C:37]([NH:39][C@@:40]1([C:49]([N:51]2[CH2:56][CH2:55][CH2:54][CH2:53][O:52]2)=[O:50])[CH2:42][C@@H:41]1[C:43]1[CH:48]=[CH:47][CH:46]=[CH:45][CH:44]=1)=[O:38])=[O:29])[CH3:24])=[O:22])[CH:18]([CH3:20])[CH3:19])=[O:15])[CH:11]([CH3:13])[CH3:12].O=[CH:67][CH2:68][CH2:69][CH2:70][CH2:71][C:72]([OH:74])=[O:73].C([BH3-])#N.[Na+].Cl. (4) The reactants are: [CH2:1]([N:8]1[CH2:12][C@@H:11]([C:13]2[CH:18]=[CH:17][C:16]([Cl:19])=[C:15]([Cl:20])[CH:14]=2)[C@H:10]([NH:21][CH3:22])[CH2:9]1)[C:2]1[CH:7]=[CH:6][CH:5]=[CH:4][CH:3]=1.CCN(C(C)C)C(C)C.Cl[C:33]([O:35][C:36]1[CH:41]=[CH:40][C:39]([F:42])=[CH:38][CH:37]=1)=[O:34]. Given the product [F:42][C:39]1[CH:40]=[CH:41][C:36]([O:35][C:33](=[O:34])[N:21]([C@H:10]2[C@H:11]([C:13]3[CH:18]=[CH:17][C:16]([Cl:19])=[C:15]([Cl:20])[CH:14]=3)[CH2:12][N:8]([CH2:1][C:2]3[CH:7]=[CH:6][CH:5]=[CH:4][CH:3]=3)[CH2:9]2)[CH3:22])=[CH:37][CH:38]=1, predict the reactants needed to synthesize it. (5) Given the product [Br:8][C:7]1[C:6]2[CH:9]=[C:10]([C:13]([F:16])([F:15])[F:14])[CH:11]=[CH:12][C:5]=2[O:4][C:3]([CH2:17][F:18])([CH2:19][F:20])[CH:2]=1, predict the reactants needed to synthesize it. The reactants are: Br[CH:2]1[CH:7]([Br:8])[C:6]2[CH:9]=[C:10]([C:13]([F:16])([F:15])[F:14])[CH:11]=[CH:12][C:5]=2[O:4][C:3]1([CH2:19][F:20])[CH2:17][F:18].[OH-].[Na+].Cl.